This data is from Full USPTO retrosynthesis dataset with 1.9M reactions from patents (1976-2016). The task is: Predict the reactants needed to synthesize the given product. Given the product [C:31]([OH:36])(=[O:35])[C:32]([OH:34])=[O:33].[F:1][C:2]1[CH:3]=[C:4]([N:8]2[C:12]([CH3:13])=[C:11]([CH:14]([NH:16][CH2:27][C:23]3[N:22]([C:18]4[S:17][CH:21]=[CH:20][N:19]=4)[CH:26]=[CH:25][CH:24]=3)[CH3:15])[CH:10]=[N:9]2)[CH:5]=[CH:6][CH:7]=1, predict the reactants needed to synthesize it. The reactants are: [F:1][C:2]1[CH:3]=[C:4]([N:8]2[C:12]([CH3:13])=[C:11]([CH:14]([NH2:16])[CH3:15])[CH:10]=[N:9]2)[CH:5]=[CH:6][CH:7]=1.[S:17]1[CH:21]=[CH:20][N:19]=[C:18]1[N:22]1[CH:26]=[CH:25][CH:24]=[C:23]1[CH:27]=O.[BH4-].[Na+].[C:31]([OH:36])(=[O:35])[C:32]([OH:34])=[O:33].